Dataset: Forward reaction prediction with 1.9M reactions from USPTO patents (1976-2016). Task: Predict the product of the given reaction. The product is: [N+:23]([C:20]1[CH:21]=[CH:22][C:17]([O:15][N:14]=[C:7]2[CH2:13][CH2:12][CH2:11][CH2:10][CH2:9][CH2:8]2)=[CH:18][CH:19]=1)([O-:25])=[O:24]. Given the reactants CC(C)([O-])C.[K+].[C:7]1(=[N:14][OH:15])[CH2:13][CH2:12][CH2:11][CH2:10][CH2:9][CH2:8]1.Cl[C:17]1[CH:22]=[CH:21][C:20]([N+:23]([O-:25])=[O:24])=[CH:19][CH:18]=1.O, predict the reaction product.